Dataset: Full USPTO retrosynthesis dataset with 1.9M reactions from patents (1976-2016). Task: Predict the reactants needed to synthesize the given product. (1) The reactants are: [CH:1]([C:4]1[N:8]=[C:7]([N:9]2[CH2:14][CH2:13][CH:12]([C@H:15]([CH3:19])[CH2:16][CH2:17][OH:18])[CH2:11][CH2:10]2)[O:6][N:5]=1)([CH3:3])[CH3:2].[CH3:20][O:21][C:22](=[O:39])[C@@H:23]([NH:31][C:32]([O:34][C:35]([CH3:38])([CH3:37])[CH3:36])=[O:33])[C:24]1[CH:29]=[CH:28][C:27](O)=[CH:26][CH:25]=1. Given the product [CH3:20][O:21][C:22](=[O:39])[C@@H:23]([NH:31][C:32]([O:34][C:35]([CH3:37])([CH3:36])[CH3:38])=[O:33])[C:24]1[CH:29]=[CH:28][C:27]([O:18][CH2:17][CH2:16][C@H:15]([CH:12]2[CH2:13][CH2:14][N:9]([C:7]3[O:6][N:5]=[C:4]([CH:1]([CH3:3])[CH3:2])[N:8]=3)[CH2:10][CH2:11]2)[CH3:19])=[CH:26][CH:25]=1, predict the reactants needed to synthesize it. (2) Given the product [NH:7]1[C:1]2[C:6](=[CH:5][CH:4]=[CH:3][CH:2]=2)[C:8](=[O:11])[CH2:9][CH2:10]1, predict the reactants needed to synthesize it. The reactants are: [C:1]1([N:7]2[CH2:10][CH2:9][C:8]2=[O:11])[CH:6]=[CH:5][CH:4]=[CH:3][CH:2]=1.FC(F)(F)S(O)(=O)=O. (3) Given the product [CH2:25]([S:27]([N:30]1[CH2:31][CH2:32][CH:33]([C:36]2[C:44]3[C:39](=[C:40]([C:46]([NH2:48])=[O:47])[CH:41]=[C:42]([O:45][CH2:15][C:12]4[CH:13]=[CH:23][CH:22]=[CH:21][CH:14]=4)[CH:43]=3)[NH:38][CH:37]=2)[CH2:34][CH2:35]1)(=[O:29])=[O:28])[CH3:26], predict the reactants needed to synthesize it. The reactants are: [CH3:13][C:12](OC(OC(O[C:12]([CH3:15])([CH3:14])[CH3:13])=O)=O)([CH3:15])[CH3:14].CN(C1C=[CH:23][CH:22]=[CH:21]N=1)C.[CH2:25]([S:27]([N:30]1[CH2:35][CH2:34][CH:33]([C:36]2[C:44]3[C:39](=[C:40]([C:46]([NH2:48])=[O:47])[CH:41]=[C:42]([OH:45])[CH:43]=3)[NH:38][CH:37]=2)[CH2:32][CH2:31]1)(=[O:29])=[O:28])[CH3:26]. (4) Given the product [CH:1]1([C:8]2([C:13]3[CH:14]=[C:15]([OH:21])[CH:16]=[C:17]([OH:19])[CH:18]=3)[S:9][CH2:10][CH2:11][S:12]2)[CH2:2][CH2:3][CH2:4][CH2:5][CH2:6][CH2:7]1, predict the reactants needed to synthesize it. The reactants are: [CH:1]1([C:8]2([C:13]3[CH:18]=[C:17]([O:19]C)[CH:16]=[C:15]([O:21]C)[CH:14]=3)[S:12][CH2:11][CH2:10][S:9]2)[CH2:7][CH2:6][CH2:5][CH2:4][CH2:3][CH2:2]1.C(C1(C2C=C(O)C=C(O)C=2)SCCS1)CCC. (5) Given the product [OH:8][CH2:9][CH:10]([CH2:12][OH:13])[OH:11].[C:1]([O-:6])(=[O:7])[CH2:2][CH2:3][C:4]([O-:8])=[O:5], predict the reactants needed to synthesize it. The reactants are: [C:1]1(=[O:7])[O:6][C:4](=[O:5])[CH2:3][CH2:2]1.[OH:8][CH2:9][CH:10]([CH2:12][OH:13])[OH:11].